Dataset: Catalyst prediction with 721,799 reactions and 888 catalyst types from USPTO. Task: Predict which catalyst facilitates the given reaction. (1) Reactant: [NH:1]1[C:5]2[CH:6]=[CH:7][CH:8]=[CH:9][C:4]=2[N:3]=[C:2]1[C:10]([C:12]1[CH:17]=[CH:16][C:15]([OH:18])=[CH:14][CH:13]=1)=[O:11].[O:19]=[S:20]1(=[O:33])[CH2:25][CH2:24][CH:23]([C:26]2[C:27](F)=[N:28][CH:29]=[CH:30][CH:31]=2)[CH2:22][CH2:21]1.C(=O)([O-])[O-].[Cs+].[Cs+]. Product: [NH:1]1[C:5]2[CH:6]=[CH:7][CH:8]=[CH:9][C:4]=2[N:3]=[C:2]1[C:10]([C:12]1[CH:17]=[CH:16][C:15]([O:18][C:27]2[C:26]([CH:23]3[CH2:24][CH2:25][S:20](=[O:33])(=[O:19])[CH2:21][CH2:22]3)=[CH:31][CH:30]=[CH:29][N:28]=2)=[CH:14][CH:13]=1)=[O:11]. The catalyst class is: 179. (2) Reactant: [Br:1][C:2]1[CH:7]=[CH:6][C:5]([C:8]2[C:14]3[CH:15]=[C:16]([O:21][CH3:22])[C:17]([O:19][CH3:20])=[CH:18][C:13]=3[CH2:12][CH:11]([CH3:23])[NH:10][N:9]=2)=[CH:4][CH:3]=1.[CH2:24]([N:26]=[C:27]=[O:28])[CH3:25]. Product: [Br:1][C:2]1[CH:3]=[CH:4][C:5]([C:8]2[C:14]3[CH:15]=[C:16]([O:21][CH3:22])[C:17]([O:19][CH3:20])=[CH:18][C:13]=3[CH2:12][CH:11]([CH3:23])[N:10]([C:27]([NH:26][CH2:24][CH3:25])=[O:28])[N:9]=2)=[CH:6][CH:7]=1. The catalyst class is: 4. (3) Reactant: Cl(O)(=O)(=O)=O.O1[C:10]2([CH2:15][CH2:14][CH2:13][CH2:12][CH:11]2[C:16]([NH2:18])=[O:17])OCC1.[C:19](=[O:22])([O-])O.[Na+]. Product: [O:17]=[C:16]1[C:11]2[CH2:12][CH2:13][CH2:14][CH2:15][C:10]=2[C:15]2[CH:14]=[CH:13][C:12]([N:18]3[C:16](=[O:17])[C:11]4[C:10](=[CH:15][CH:14]=[CH:13][CH:12]=4)[C:19]3=[O:22])=[CH:11][C:10]=2[NH:18]1. The catalyst class is: 2. (4) Reactant: C([C:5]1[CH:6]=[C:7](C2OC=C(CCO)N=2)[CH:8]=[C:9](C(C)(C)C)[C:10]=1[OH:11])(C)(C)C.C(N(C(=O)CC)CC[C:29]1[CH:34]=[CH:33][C:32](O)=[CH:31][CH:30]=1)C.C1(P(C2C=CC=CC=2)C2C=CC=CC=2)C=CC=CC=1.CCOC(/N=N/C(OCC)=O)=O. Product: [C:29]1([O:11][C:10]2[CH:5]=[CH:6][CH:7]=[CH:8][CH:9]=2)[CH:34]=[CH:33][CH:32]=[CH:31][CH:30]=1. The catalyst class is: 7.